Dataset: Catalyst prediction with 721,799 reactions and 888 catalyst types from USPTO. Task: Predict which catalyst facilitates the given reaction. (1) Reactant: [OH:1][C:2]1[CH:7]=[CH:6][C:5]([CH2:8][C:9]([O:11][CH2:12][CH3:13])=[O:10])=[CH:4][CH:3]=1.C([O-])([O-])=O.[K+].[K+].[CH2:20](Cl)[C:21]1[CH:26]=[CH:25][CH:24]=[CH:23][CH:22]=1.O. Product: [CH2:20]([O:1][C:2]1[CH:3]=[CH:4][C:5]([CH2:8][C:9]([O:11][CH2:12][CH3:13])=[O:10])=[CH:6][CH:7]=1)[C:21]1[CH:26]=[CH:25][CH:24]=[CH:23][CH:22]=1. The catalyst class is: 16. (2) Reactant: [C:1]([C:5]1[NH:6][C:7]([C:10]2[CH:15]=[CH:14][N:13]=[C:12]3[N:16]([CH2:19][O:20][CH2:21][CH2:22][Si:23]([CH3:26])([CH3:25])[CH3:24])[CH:17]=[CH:18][C:11]=23)=[CH:8][N:9]=1)([CH3:4])([CH3:3])[CH3:2].[C:27](=O)([O-])[O-].[K+].[K+].CN(C=O)C.CI. Product: [C:1]([C:5]1[N:9]([CH3:27])[CH:8]=[C:7]([C:10]2[CH:15]=[CH:14][N:13]=[C:12]3[N:16]([CH2:19][O:20][CH2:21][CH2:22][Si:23]([CH3:26])([CH3:25])[CH3:24])[CH:17]=[CH:18][C:11]=23)[N:6]=1)([CH3:4])([CH3:2])[CH3:3]. The catalyst class is: 6. (3) Reactant: [NH2:1][C:2]1[CH:7]=[CH:6][C:5]([NH:8][C:9](=[O:11])[CH3:10])=[CH:4][CH:3]=1.C([O-])(O)=O.[Na+].[Cl:17][C:18]1[N:23]=[C:22](Cl)[CH:21]=[CH:20][N:19]=1. Product: [Cl:17][C:18]1[N:23]=[C:22]([NH:1][C:2]2[CH:3]=[CH:4][C:5]([NH:8][C:9](=[O:11])[CH3:10])=[CH:6][CH:7]=2)[CH:21]=[CH:20][N:19]=1. The catalyst class is: 219. (4) Reactant: [I:1][C:2]1[CH:3]=[C:4]2[C:9](=[CH:10][CH:11]=1)[O:8][C@@H:7]([C:12]([OH:14])=O)[CH2:6][CH2:5]2.C([O-])(=O)C.[NH4+:19].O. Product: [I:1][C:2]1[CH:3]=[C:4]2[C:9](=[CH:10][CH:11]=1)[O:8][C@@H:7]([C:12]([NH2:19])=[O:14])[CH2:6][CH2:5]2. The catalyst class is: 9. (5) Reactant: [Br:1][C:2]1[CH:8]=[CH:7][C:5]([NH2:6])=[C:4]([N+:9]([O-])=O)[CH:3]=1.C(O)C.O.O.[Sn](Cl)(Cl)(Cl)Cl.C(=O)(O)[O-].[Na+]. Product: [Br:1][C:2]1[CH:8]=[CH:7][C:5]([NH2:6])=[C:4]([NH2:9])[CH:3]=1. The catalyst class is: 84.